This data is from Full USPTO retrosynthesis dataset with 1.9M reactions from patents (1976-2016). The task is: Predict the reactants needed to synthesize the given product. (1) Given the product [NH2:13][C:4]1[CH:3]=[C:2]([Br:1])[C:11]([F:12])=[CH:10][C:5]=1[C:6]([O:8][CH3:9])=[O:7], predict the reactants needed to synthesize it. The reactants are: [Br:1][C:2]1[C:11]([F:12])=[CH:10][C:5]([C:6]([O:8][CH3:9])=[O:7])=[C:4]([N+:13]([O-])=O)[CH:3]=1.Cl[Sn]Cl.C([O-])(O)=O.[Na+].C(OCC)(=O)C. (2) Given the product [ClH:33].[NH2:8][C:9]1[C:10]([C:29](=[O:32])[CH2:30][CH3:31])=[CH:11][CH:12]=[C:13]([NH:15][CH:16]2[CH2:21][CH2:20][CH2:19][NH:18][CH2:17]2)[N:14]=1, predict the reactants needed to synthesize it. The reactants are: C(OC([NH:8][C:9]1[N:14]=[C:13]([NH:15][CH:16]2[CH2:21][CH2:20][CH2:19][N:18](C(OC(C)(C)C)=O)[CH2:17]2)[CH:12]=[CH:11][C:10]=1[C:29](=[O:32])[CH2:30][CH3:31])=O)(C)(C)C.[ClH:33]. (3) Given the product [CH3:15][C:13]1([CH3:16])[CH2:14][CH:9]([NH:8][C:4]2[N:3]=[C:2]([C:27]3[CH:32]=[CH:31][C:30]([CH2:33][C:34](=[O:36])[CH3:35])=[CH:29][CH:28]=3)[CH:7]=[CH:6][N:5]=2)[CH2:10][C:11]([CH3:18])([CH3:17])[NH:12]1, predict the reactants needed to synthesize it. The reactants are: Cl[C:2]1[CH:7]=[CH:6][N:5]=[C:4]([NH:8][CH:9]2[CH2:14][C:13]([CH3:16])([CH3:15])[NH:12][C:11]([CH3:18])([CH3:17])[CH2:10]2)[N:3]=1.CC1(C)C(C)(C)OB([C:27]2[CH:32]=[CH:31][C:30]([CH2:33][C:34](=[O:36])[CH3:35])=[CH:29][CH:28]=2)O1. (4) Given the product [ClH:49].[NH2:23][CH2:22][C:21]1[CH:31]=[CH:32][CH:33]=[CH:34][C:20]=1[N:19]([CH3:35])[C:17]([CH:16]([NH:15][C:13]([N:10]1[CH2:11][CH2:12][CH:7]([O:6][C:5]2[CH:4]=[CH:3][C:2]([F:1])=[CH:48][CH:47]=2)[CH2:8][CH2:9]1)=[O:14])[CH:36]([C:38]1[C:46]2[C:41](=[CH:42][CH:43]=[CH:44][CH:45]=2)[NH:40][CH:39]=1)[CH3:37])=[O:18], predict the reactants needed to synthesize it. The reactants are: [F:1][C:2]1[CH:48]=[CH:47][C:5]([O:6][CH:7]2[CH2:12][CH2:11][N:10]([C:13]([NH:15][CH:16]([CH:36]([C:38]3[C:46]4[C:41](=[CH:42][CH:43]=[CH:44][CH:45]=4)[NH:40][CH:39]=3)[CH3:37])[C:17]([N:19]([CH3:35])[C:20]3[CH:34]=[CH:33][CH:32]=[CH:31][C:21]=3[CH2:22][NH:23]C(=O)OC(C)(C)C)=[O:18])=[O:14])[CH2:9][CH2:8]2)=[CH:4][CH:3]=1.[ClH:49].O1CCOCC1. (5) The reactants are: [Br:1][C:2]1[CH:7]=[CH:6][C:5]([NH:8][C:9]([C:11]2[CH:16]=[CH:15][CH:14]=[CH:13][C:12]=2[F:17])=S)=[CH:4][CH:3]=1.[NH2:18][NH2:19]. Given the product [Br:1][C:2]1[CH:7]=[CH:6][C:5]([NH:8][C:9]([C:11]2[CH:16]=[CH:15][CH:14]=[CH:13][C:12]=2[F:17])=[N:18][NH2:19])=[CH:4][CH:3]=1, predict the reactants needed to synthesize it. (6) Given the product [NH2:1][C:2]1[N:6]([C:7]2[CH:12]=[CH:11][C:10]([F:13])=[CH:9][CH:8]=2)[N:5]=[CH:4][C:3]=1[C:14]([NH:16][CH2:17][C:18]([CH2:24][N:25]([CH2:26][CH2:27][F:28])[C:38]([C:39]1[CH:44]=[CH:43][CH:42]=[CH:41][CH:40]=1)=[O:45])([OH:23])[C:19]([F:21])([F:22])[F:20])=[O:15], predict the reactants needed to synthesize it. The reactants are: [NH2:1][C:2]1[N:6]([C:7]2[CH:12]=[CH:11][C:10]([F:13])=[CH:9][CH:8]=2)[N:5]=[CH:4][C:3]=1[C:14]([NH:16][CH2:17][C:18]([CH2:24][NH:25][CH2:26][CH2:27][F:28])([OH:23])[C:19]([F:22])([F:21])[F:20])=[O:15].C(N(C(C)C)CC)(C)C.[C:38](Cl)(=[O:45])[C:39]1[CH:44]=[CH:43][CH:42]=[CH:41][CH:40]=1. (7) Given the product [CH2:1]([O:3][C:4]([N:6]1[CH2:11][CH2:10][N:9]([C:12](=[O:49])[C@@H:13]([NH:19][C:20]([C:22]2[CH:26]=[C:25]([O:27][CH2:28][C:29]([N:31]3[CH2:35][CH2:34][CH2:33][C@H:32]3[C:36](=[O:42])[NH:37][CH:38]3[CH2:39][CH2:40][CH2:41]3)=[O:30])[N:24]([C:43]3[CH:44]=[CH:45][CH:46]=[CH:47][CH:48]=3)[N:23]=2)=[O:21])[CH2:14][CH2:15][C:16]([O:18][CH2:59][O:56][C:54](=[O:55])[C:53]([CH3:58])([CH3:57])[CH3:52])=[O:17])[CH2:8][CH2:7]1)=[O:5])[CH3:2], predict the reactants needed to synthesize it. The reactants are: [CH2:1]([O:3][C:4]([N:6]1[CH2:11][CH2:10][N:9]([C:12](=[O:49])[C@@H:13]([NH:19][C:20]([C:22]2[CH:26]=[C:25]([O:27][CH2:28][C:29]([N:31]3[CH2:35][CH2:34][CH2:33][C@H:32]3[C:36](=[O:42])[NH:37][CH:38]3[CH2:41][CH2:40][CH2:39]3)=[O:30])[N:24]([C:43]3[CH:48]=[CH:47][CH:46]=[CH:45][CH:44]=3)[N:23]=2)=[O:21])[CH2:14][CH2:15][C:16]([OH:18])=[O:17])[CH2:8][CH2:7]1)=[O:5])[CH3:2].ClC[CH2:52][C:53]([CH3:58])([CH3:57])[C:54]([O-:56])=[O:55].[C:59](=O)([O-])[O-].[Cs+].[Cs+].C(N(CC)CC)C.